This data is from HIV replication inhibition screening data with 41,000+ compounds from the AIDS Antiviral Screen. The task is: Binary Classification. Given a drug SMILES string, predict its activity (active/inactive) in a high-throughput screening assay against a specified biological target. (1) The compound is COc1c(C)c(CC=C(C)CCCC(C)CCCC(C)CCCC(C)C)c(OC)c2ccccc12. The result is 0 (inactive). (2) The drug is CSc1nc(NC(=O)O)c(N(C(C)=O)C(=O)O)c(=O)n1C. The result is 0 (inactive).